Dataset: Forward reaction prediction with 1.9M reactions from USPTO patents (1976-2016). Task: Predict the product of the given reaction. The product is: [OH:29][NH:28][C:24](=[O:26])/[CH:23]=[CH:22]/[C:17]1[CH:18]=[CH:19][CH:20]=[CH:21][C:16]=1[NH:15][CH2:14][C:6]1[N:5]([CH2:4][CH2:3][O:2][CH3:1])[C:9]2[CH:10]=[CH:11][CH:12]=[CH:13][C:8]=2[N:7]=1. Given the reactants [CH3:1][O:2][CH2:3][CH2:4][N:5]1[C:9]2[CH:10]=[CH:11][CH:12]=[CH:13][C:8]=2[N:7]=[C:6]1[CH2:14][NH:15][C:16]1[CH:21]=[CH:20][CH:19]=[CH:18][C:17]=1/[CH:22]=[CH:23]/[C:24]([O:26]C)=O.[NH2:28][OH:29].[OH-].[Na+], predict the reaction product.